Dataset: Forward reaction prediction with 1.9M reactions from USPTO patents (1976-2016). Task: Predict the product of the given reaction. Given the reactants [CH3:1][O:2][C:3]1[CH:8]=[CH:7][C:6]([NH:9][C:10]2[C:11](=[O:22])[NH:12][C:13](=[O:21])[C:14]=2[C:15]2[CH:20]=[CH:19][CH:18]=[CH:17][CH:16]=2)=[CH:5][CH:4]=1.[CH2:23](O)[C:24]1[CH:29]=[CH:28][CH:27]=[CH:26][CH:25]=1.N(C(OCC)=O)=NC(OCC)=O.C1(P(C2C=CC=CC=2)C2C=CC=CC=2)C=CC=CC=1, predict the reaction product. The product is: [CH2:23]([N:12]1[C:13](=[O:21])[C:14]([C:15]2[CH:20]=[CH:19][CH:18]=[CH:17][CH:16]=2)=[C:10]([NH:9][C:6]2[CH:5]=[CH:4][C:3]([O:2][CH3:1])=[CH:8][CH:7]=2)[C:11]1=[O:22])[C:24]1[CH:29]=[CH:28][CH:27]=[CH:26][CH:25]=1.